Dataset: Retrosynthesis with 50K atom-mapped reactions and 10 reaction types from USPTO. Task: Predict the reactants needed to synthesize the given product. (1) Given the product CCOc1c(C#N)cnc2ccc(I)cc12, predict the reactants needed to synthesize it. The reactants are: CC[O-].N#Cc1cnc2ccc(I)cc2c1Cl. (2) Given the product CCCCC(CC)C(=O)Oc1c(I)cc(I)cc1I, predict the reactants needed to synthesize it. The reactants are: CCCCC(CC)C(=O)Cl.Oc1c(I)cc(I)cc1I. (3) Given the product Cc1ccc(S(=O)(=O)Nc2nc(-c3cccc(Br)c3)cs2)cc1, predict the reactants needed to synthesize it. The reactants are: Cc1ccc(S(=O)(=O)Cl)cc1.Nc1nc(-c2cccc(Br)c2)cs1. (4) Given the product Nc1ccccc1NCc1ccc(Cl)cc1, predict the reactants needed to synthesize it. The reactants are: Clc1ccc(CBr)cc1.Nc1ccccc1N.